This data is from Catalyst prediction with 721,799 reactions and 888 catalyst types from USPTO. The task is: Predict which catalyst facilitates the given reaction. Reactant: [N:1]12CCCN=C1CCCC[CH2:2]2.[Br:12][C:13]1[C:22]2[C:17](=[CH:18][CH:19]=[CH:20][CH:21]=2)[CH:16]=[N+:15]([O-])[CH:14]=1.C([Si](C)(C)C)#N. Product: [Br:12][C:13]1[C:22]2[C:17](=[CH:18][CH:19]=[CH:20][CH:21]=2)[C:16]([C:2]#[N:1])=[N:15][CH:14]=1. The catalyst class is: 1.